From a dataset of Peptide-MHC class I binding affinity with 185,985 pairs from IEDB/IMGT. Regression. Given a peptide amino acid sequence and an MHC pseudo amino acid sequence, predict their binding affinity value. This is MHC class I binding data. (1) The peptide sequence is FLPSDYFPSI. The MHC is HLA-A68:02 with pseudo-sequence HLA-A68:02. The binding affinity (normalized) is 0.572. (2) The binding affinity (normalized) is 0.160. The peptide sequence is SAIPPSRSM. The MHC is HLA-B51:01 with pseudo-sequence HLA-B51:01.